Predict the product of the given reaction. From a dataset of Forward reaction prediction with 1.9M reactions from USPTO patents (1976-2016). Given the reactants C[O:2][C:3]1[C:8]([C:9](=[O:11])[CH3:10])=[CH:7][CH:6]=[CH:5][N:4]=1.[Br:12]Br.C(OC)(C)(C)C, predict the reaction product. The product is: [Br:12][CH2:10][C:9]([C:8]1[C:3](=[O:2])[NH:4][CH:5]=[CH:6][CH:7]=1)=[O:11].